From a dataset of NCI-60 drug combinations with 297,098 pairs across 59 cell lines. Regression. Given two drug SMILES strings and cell line genomic features, predict the synergy score measuring deviation from expected non-interaction effect. Drug 2: CC1C(C(CC(O1)OC2CC(CC3=C2C(=C4C(=C3O)C(=O)C5=CC=CC=C5C4=O)O)(C(=O)C)O)N)O. Drug 1: CC1=C(C=C(C=C1)C(=O)NC2=CC(=CC(=C2)C(F)(F)F)N3C=C(N=C3)C)NC4=NC=CC(=N4)C5=CN=CC=C5. Cell line: CCRF-CEM. Synergy scores: CSS=41.2, Synergy_ZIP=4.58, Synergy_Bliss=5.24, Synergy_Loewe=-25.9, Synergy_HSA=2.81.